This data is from NCI-60 drug combinations with 297,098 pairs across 59 cell lines. The task is: Regression. Given two drug SMILES strings and cell line genomic features, predict the synergy score measuring deviation from expected non-interaction effect. (1) Drug 1: C1CCN(CC1)CCOC2=CC=C(C=C2)C(=O)C3=C(SC4=C3C=CC(=C4)O)C5=CC=C(C=C5)O. Drug 2: CNC(=O)C1=NC=CC(=C1)OC2=CC=C(C=C2)NC(=O)NC3=CC(=C(C=C3)Cl)C(F)(F)F. Cell line: K-562. Synergy scores: CSS=60.3, Synergy_ZIP=2.33, Synergy_Bliss=3.53, Synergy_Loewe=1.94, Synergy_HSA=4.95. (2) Drug 1: CCCS(=O)(=O)NC1=C(C(=C(C=C1)F)C(=O)C2=CNC3=C2C=C(C=N3)C4=CC=C(C=C4)Cl)F. Drug 2: CC1=C(C(CCC1)(C)C)C=CC(=CC=CC(=CC(=O)O)C)C. Cell line: SW-620. Synergy scores: CSS=-19.8, Synergy_ZIP=12.9, Synergy_Bliss=2.99, Synergy_Loewe=-15.0, Synergy_HSA=-17.4. (3) Drug 1: CN(C(=O)NC(C=O)C(C(C(CO)O)O)O)N=O. Drug 2: B(C(CC(C)C)NC(=O)C(CC1=CC=CC=C1)NC(=O)C2=NC=CN=C2)(O)O. Cell line: UACC-257. Synergy scores: CSS=24.6, Synergy_ZIP=-0.699, Synergy_Bliss=-0.131, Synergy_Loewe=-49.7, Synergy_HSA=0.619. (4) Drug 1: C1=C(C(=O)NC(=O)N1)F. Drug 2: CN(CC1=CN=C2C(=N1)C(=NC(=N2)N)N)C3=CC=C(C=C3)C(=O)NC(CCC(=O)O)C(=O)O. Cell line: SN12C. Synergy scores: CSS=20.8, Synergy_ZIP=-4.31, Synergy_Bliss=-4.22, Synergy_Loewe=-7.47, Synergy_HSA=-2.04. (5) Drug 1: CC(C1=C(C=CC(=C1Cl)F)Cl)OC2=C(N=CC(=C2)C3=CN(N=C3)C4CCNCC4)N. Drug 2: CCCS(=O)(=O)NC1=C(C(=C(C=C1)F)C(=O)C2=CNC3=C2C=C(C=N3)C4=CC=C(C=C4)Cl)F. Cell line: SK-MEL-28. Synergy scores: CSS=37.9, Synergy_ZIP=3.44, Synergy_Bliss=5.08, Synergy_Loewe=-6.02, Synergy_HSA=1.20. (6) Drug 1: C1=CC(=CC=C1CCCC(=O)O)N(CCCl)CCCl. Drug 2: C1=NC2=C(N1)C(=S)N=CN2. Cell line: CCRF-CEM. Synergy scores: CSS=58.6, Synergy_ZIP=-10.3, Synergy_Bliss=-11.0, Synergy_Loewe=-11.4, Synergy_HSA=-7.73. (7) Drug 1: C1CC(=O)NC(=O)C1N2CC3=C(C2=O)C=CC=C3N. Drug 2: CCC(=C(C1=CC=CC=C1)C2=CC=C(C=C2)OCCN(C)C)C3=CC=CC=C3.C(C(=O)O)C(CC(=O)O)(C(=O)O)O. Cell line: UO-31. Synergy scores: CSS=-1.31, Synergy_ZIP=-2.39, Synergy_Bliss=-7.08, Synergy_Loewe=-8.84, Synergy_HSA=-7.35. (8) Drug 1: C1CC(C1)(C(=O)O)C(=O)O.[NH2-].[NH2-].[Pt+2]. Cell line: TK-10. Drug 2: C1=NC(=NC(=O)N1C2C(C(C(O2)CO)O)O)N. Synergy scores: CSS=14.2, Synergy_ZIP=-8.95, Synergy_Bliss=-0.246, Synergy_Loewe=-21.7, Synergy_HSA=-5.33. (9) Drug 1: CNC(=O)C1=CC=CC=C1SC2=CC3=C(C=C2)C(=NN3)C=CC4=CC=CC=N4. Drug 2: C1CCC(C1)C(CC#N)N2C=C(C=N2)C3=C4C=CNC4=NC=N3. Cell line: A498. Synergy scores: CSS=0.680, Synergy_ZIP=-2.57, Synergy_Bliss=-1.19, Synergy_Loewe=-4.67, Synergy_HSA=-1.94.